Predict which catalyst facilitates the given reaction. From a dataset of Catalyst prediction with 721,799 reactions and 888 catalyst types from USPTO. (1) Reactant: [F:1][C:2]([F:6])([F:5])[CH2:3][NH2:4].[Li]CCCC.[Cl:12][C:13]1[CH:14]=[CH:15][CH:16]=[C:17]2[C:22]=1[N:21]=[C:20](S(CC)(=O)=O)[CH:19]=[C:18]2[O:28][CH2:29][C:30]1[CH:35]=[CH:34][C:33]([O:36][CH3:37])=[CH:32][CH:31]=1. Product: [Cl:12][C:13]1[CH:14]=[CH:15][CH:16]=[C:17]2[C:22]=1[N:21]=[C:20]([NH:4][CH2:3][C:2]([F:6])([F:5])[F:1])[CH:19]=[C:18]2[O:28][CH2:29][C:30]1[CH:35]=[CH:34][C:33]([O:36][CH3:37])=[CH:32][CH:31]=1. The catalyst class is: 7. (2) Reactant: F[C:2]1[C:11]([CH3:12])=[CH:10][C:5]([C:6]([O:8][CH3:9])=[O:7])=[CH:4][N:3]=1.[Cl:13][C:14]1[CH:15]=[N:16][NH:17][CH:18]=1.C(=O)([O-])[O-].[Cs+].[Cs+]. Product: [Cl:13][C:14]1[CH:15]=[N:16][N:17]([C:2]2[C:11]([CH3:12])=[CH:10][C:5]([C:6]([O:8][CH3:9])=[O:7])=[CH:4][N:3]=2)[CH:18]=1. The catalyst class is: 31. (3) Reactant: C1(P(C2C=CC=CC=2)C2C=CC=CC=2)C=CC=CC=1.O1CCOCC1.Br[C:27]1[N:35]2[C:30]([CH:31]=[N:32][C:33]([S:36]([CH3:38])=[O:37])=[N:34]2)=[CH:29][CH:28]=1.[N:39]1[CH:44]=[CH:43][CH:42]=[C:41](B(O)O)[CH:40]=1.C(=O)([O-])[O-].[Na+].[Na+].O.C(O)C. Product: [CH3:38][S:36]([C:33]1[N:32]=[CH:31][C:30]2=[CH:29][CH:28]=[C:27]([C:41]3[CH:40]=[N:39][CH:44]=[CH:43][CH:42]=3)[N:35]2[N:34]=1)=[O:37]. The catalyst class is: 826. (4) Reactant: [Cl:1][C:2]1[CH:7]=[CH:6][C:5]([C:8]2[CH:12]=[CH:11][NH:10][N:9]=2)=[CH:4][C:3]=1[CH2:13][NH:14][C:15]([NH:17][CH3:18])=[O:16].CN[C@@H]1CCCC[C@H]1NC.C(=O)([O-])[O-].[K+].[K+].I[C:36]1[CH:37]=[CH:38][C:39]2[O:44][CH2:43][CH2:42][CH2:41][C:40]=2[CH:45]=1. Product: [Cl:1][C:2]1[CH:7]=[CH:6][C:5]([C:8]2[CH:12]=[CH:11][N:10]([C:36]3[CH:37]=[CH:38][C:39]4[O:44][CH2:43][CH2:42][CH2:41][C:40]=4[CH:45]=3)[N:9]=2)=[CH:4][C:3]=1[CH2:13][NH:14][C:15]([NH:17][CH3:18])=[O:16]. The catalyst class is: 185. (5) Reactant: CON(C)[C:4]([C:6]1[C:11](=[O:12])[C:10]([O:13][CH3:14])=[CH:9][N:8]([C:15]2[CH:20]=[CH:19][N:18]=[CH:17][CH:16]=2)[N:7]=1)=[O:5].[CH3:22][Mg+].[Br-]. Product: [C:4]([C:6]1[C:11](=[O:12])[C:10]([O:13][CH3:14])=[CH:9][N:8]([C:15]2[CH:16]=[CH:17][N:18]=[CH:19][CH:20]=2)[N:7]=1)(=[O:5])[CH3:22]. The catalyst class is: 1. (6) Reactant: [F:1][C:2]1[CH:7]=[CH:6][C:5]([C@:8]2([CH2:24][CH:25]=[O:26])[O:13][C:12](=[O:14])[N:11]([C@H:15]([C:17]3[CH:22]=[CH:21][C:20]([F:23])=[CH:19][CH:18]=3)[CH3:16])[CH2:10][CH2:9]2)=[CH:4][CH:3]=1.[CH3:27][Mg+].[Br-]. Product: [F:1][C:2]1[CH:7]=[CH:6][C:5]([C@:8]2([CH2:24][CH:25]([OH:26])[CH3:27])[O:13][C:12](=[O:14])[N:11]([C@H:15]([C:17]3[CH:18]=[CH:19][C:20]([F:23])=[CH:21][CH:22]=3)[CH3:16])[CH2:10][CH2:9]2)=[CH:4][CH:3]=1. The catalyst class is: 1. (7) Reactant: [CH2:1]([C:5]1([CH3:45])[CH2:10][CH2:9][N:8]([C:11]2[N:16]3[N:17]=[C:18]([C:20]4[S:21][C:22]([CH2:25][C:26]5[CH:31]=[CH:30][CH:29]=[CH:28][C:27]=5[OH:32])=[CH:23][N:24]=4)[CH:19]=[C:15]3[N:14]=[C:13]([CH3:33])[C:12]=2[C@H:34]([O:40][C:41]([CH3:44])([CH3:43])[CH3:42])[C:35]([O:37][CH2:38][CH3:39])=[O:36])[CH2:7][CH2:6]1)[CH2:2][CH:3]=[CH2:4].[C:46]1(P(C2C=CC=CC=2)C2C=CC=CC=2)[CH:51]=CC=C[CH:47]=1.CCOC(/N=N/C(OCC)=O)=O.O. Product: [CH2:51]([O:32][C:27]1[CH:28]=[CH:29][CH:30]=[CH:31][C:26]=1[CH2:25][C:22]1[S:21][C:20]([C:18]2[CH:19]=[C:15]3[N:14]=[C:13]([CH3:33])[C:12]([C@H:34]([O:40][C:41]([CH3:44])([CH3:43])[CH3:42])[C:35]([O:37][CH2:38][CH3:39])=[O:36])=[C:11]([N:8]4[CH2:9][CH2:10][C:5]([CH2:1][CH2:2][CH:3]=[CH2:4])([CH3:45])[CH2:6][CH2:7]4)[N:16]3[N:17]=2)=[N:24][CH:23]=1)[CH:46]=[CH2:47]. The catalyst class is: 1. (8) Reactant: [F:1][C:2]1[CH:7]=[CH:6][C:5]([N:8]2[C:11](=[O:12])[C@H:10]([S:13][CH2:14][C:15]([C:17]3[CH:22]=[CH:21][C:20](OC)=[CH:19][CH:18]=3)=[O:16])[C@H:9]2[C:25]2[CH:35]=[CH:34][C:28]([O:29][CH2:30]C(O)=O)=[CH:27][CH:26]=2)=[CH:4][CH:3]=1.Cl.NC[C:39]([NH:41][C@@H:42]([C:46]([O:48]C(C)(C)C)=[O:47])C(C)C)=[O:40].CN1CCOCC1.CN(C(ON1N=NC2C=CC=CC1=2)=[N+](C)C)C.[B-](F)(F)(F)[F:78].FC(F)(F)C(O)=O. Product: [F:1][C:2]1[CH:3]=[CH:4][C:5]([N:8]2[C:11](=[O:12])[C@H:10]([S:13][CH2:14][C:15]([C:17]3[CH:18]=[CH:19][C:20]([F:78])=[CH:21][CH:22]=3)=[O:16])[C@H:9]2[C:25]2[CH:26]=[CH:27][C:28]([O:29][CH2:30][C:39]([NH:41][CH2:42][C:46]([OH:48])=[O:47])=[O:40])=[CH:34][CH:35]=2)=[CH:6][CH:7]=1. The catalyst class is: 2. (9) Reactant: [NH:1](C(OCC1C=CC=CC=1)=O)[CH2:2][C:3]([NH:5][CH2:6][C:7]([NH:9][CH2:10][C:11]([NH:13][CH2:14][CH2:15][C:16]([O:18][C:19]([CH3:22])([CH3:21])[CH3:20])=[O:17])=[O:12])=[O:8])=[O:4].O. Product: [NH2:1][CH2:2][C:3]([NH:5][CH2:6][C:7]([NH:9][CH2:10][C:11]([NH:13][CH2:14][CH2:15][C:16]([O:18][C:19]([CH3:22])([CH3:21])[CH3:20])=[O:17])=[O:12])=[O:8])=[O:4]. The catalyst class is: 19. (10) The catalyst class is: 6. Reactant: C(O)C.C([O:6][C:7](=[O:35])[CH2:8][CH2:9][CH2:10][N:11]1[CH:15]=[C:14]([C:16]2[C:28]3[C:27]4[C:22](=[CH:23][CH:24]=[CH:25][CH:26]=4)[C:21]([OH:33])([C:29]([F:32])([F:31])[F:30])[C:20]=3[CH:19]=[C:18]([CH3:34])[CH:17]=2)[CH:13]=[N:12]1)C.[OH-].[Na+].Cl. Product: [OH:33][C:21]1([C:29]([F:31])([F:32])[F:30])[C:20]2[CH:19]=[C:18]([CH3:34])[CH:17]=[C:16]([C:14]3[CH:13]=[N:12][N:11]([CH2:10][CH2:9][CH2:8][C:7]([OH:35])=[O:6])[CH:15]=3)[C:28]=2[C:27]2[C:22]1=[CH:23][CH:24]=[CH:25][CH:26]=2.